Predict the reactants needed to synthesize the given product. From a dataset of Full USPTO retrosynthesis dataset with 1.9M reactions from patents (1976-2016). (1) Given the product [Br:1][C:2]1[C:3]([CH2:12][Br:13])=[C:4]([CH2:5][OH:6])[CH:9]=[CH:10][CH:11]=1, predict the reactants needed to synthesize it. The reactants are: [Br:1][C:2]1[C:3]([CH2:12][Br:13])=[C:4]([CH:9]=[CH:10][CH:11]=1)[C:5](OC)=[O:6].CC(C[AlH]CC(C)C)C. (2) Given the product [Cl:19][C:5]1[C:6]([NH:8][C@@H:9]2[C@@H:14]3[CH2:15][C@@H:11]([CH:12]=[CH:13]3)[C@@H:10]2[C:16]([NH2:18])=[O:17])=[N:7][C:2]([NH:20][C:21]2[C:35]([O:36][CH3:37])=[CH:34][C:24]3[CH2:25][CH2:26][N:27]([CH2:30][C@@H:31]([OH:33])[CH3:32])[CH2:28][CH2:29][C:23]=3[CH:22]=2)=[N:3][CH:4]=1, predict the reactants needed to synthesize it. The reactants are: Cl[C:2]1[N:7]=[C:6]([NH:8][C@@H:9]2[C@@H:14]3[CH2:15][C@@H:11]([CH:12]=[CH:13]3)[C@@H:10]2[C:16]([NH2:18])=[O:17])[C:5]([Cl:19])=[CH:4][N:3]=1.[NH2:20][C:21]1[C:35]([O:36][CH3:37])=[CH:34][C:24]2[CH2:25][CH2:26][N:27]([CH2:30][C@@H:31]([OH:33])[CH3:32])[CH2:28][CH2:29][C:23]=2[CH:22]=1.